From a dataset of Full USPTO retrosynthesis dataset with 1.9M reactions from patents (1976-2016). Predict the reactants needed to synthesize the given product. Given the product [Cl:26][C:23]1[N:22]=[C:21]([CH:27]=[O:28])[N:20]([C:5]2[CH:4]=[CH:3][C:2]([Cl:1])=[CH:7][C:6]=2[C:8](=[O:9])[C:10]2[CH:15]=[CH:14][CH:13]=[C:12]([O:16][CH3:17])[C:11]=2[O:18][CH3:19])[C:24]=1[Cl:25], predict the reactants needed to synthesize it. The reactants are: [Cl:1][C:2]1[CH:3]=[CH:4][C:5]([N:20]2[C:24]([Cl:25])=[C:23]([Cl:26])[N:22]=[C:21]2[CH:27]2OCC[O:28]2)=[C:6]([C:8]([C:10]2[CH:15]=[CH:14][CH:13]=[C:12]([O:16][CH3:17])[C:11]=2[O:18][CH3:19])=[O:9])[CH:7]=1.Cl(O)(=O)(=O)=O.C(OCC)(=O)C.CCCCCC.